Predict the product of the given reaction. From a dataset of Forward reaction prediction with 1.9M reactions from USPTO patents (1976-2016). (1) Given the reactants [CH2:1]([O:8][C:9]([N:11]1[CH2:15][CH2:14][CH2:13][C@H:12]1[C:16](=[O:33])[NH:17][C:18]1[CH:23]=[CH:22][CH:21]=[C:20](B2OC(C)(C)C(C)(C)O2)[CH:19]=1)=[O:10])[C:2]1[CH:7]=[CH:6][CH:5]=[CH:4][CH:3]=1.Br[C:35]1[CH:36]=[C:37]([CH:45]=[CH:46][CH:47]=1)[CH2:38][NH:39][C:40]([CH:42]1[CH2:44][CH2:43]1)=[O:41].CN(C=O)C, predict the reaction product. The product is: [CH2:1]([O:8][C:9]([N:11]1[CH2:15][CH2:14][CH2:13][C@H:12]1[C:16](=[O:33])[NH:17][C:18]1[CH:19]=[C:20]([C:46]2[CH:47]=[CH:35][CH:36]=[C:37]([CH2:38][NH:39][C:40]([CH:42]3[CH2:44][CH2:43]3)=[O:41])[CH:45]=2)[CH:21]=[CH:22][CH:23]=1)=[O:10])[C:2]1[CH:7]=[CH:6][CH:5]=[CH:4][CH:3]=1. (2) Given the reactants [NH:1]1[CH2:6][CH2:5][O:4][CH2:3][CH2:2]1.C(=O)([O-])[O-].[K+].[K+].Br[CH2:14][CH2:15][OH:16], predict the reaction product. The product is: [O:4]1[CH2:5][CH2:6][N:1]([CH2:14][CH2:15][OH:16])[CH2:2][CH2:3]1. (3) Given the reactants [CH3:1][O:2][C:3]1[C:4]([NH2:9])=[N:5][CH:6]=[CH:7][CH:8]=1.Br[C:11]1[CH:16]=[CH:15][CH:14]=[CH:13][CH:12]=1.CC(C)([O-])C.[Na+].COC1C=CC=C(OC)C=1C1C=CC=CC=1P(C1CCCCC1)C1CCCCC1, predict the reaction product. The product is: [CH3:1][O:2][C:3]1[C:4]([NH:9][C:11]2[CH:16]=[CH:15][CH:14]=[CH:13][CH:12]=2)=[N:5][CH:6]=[CH:7][CH:8]=1. (4) Given the reactants Cl[C:2]1[C:11]([O:12][CH:13]([CH3:15])[CH3:14])=[C:10]([Cl:16])[C:9]2[C:4](=[CH:5][CH:6]=[C:7]([C:17]([C:29]3[N:33]([CH3:34])[CH:32]=[N:31][CH:30]=3)([C:19]3[CH:20]=[N:21][C:22]([C:25]([F:28])([F:27])[F:26])=[CH:23][CH:24]=3)[OH:18])[CH:8]=2)[N:3]=1.C(O)(C(F)(F)F)=O.[NH:42]1[CH2:45][CH2:44][CH2:43]1, predict the reaction product. The product is: [N:42]1([C:2]2[C:11]([O:12][CH:13]([CH3:14])[CH3:15])=[C:10]([Cl:16])[C:9]3[C:4](=[CH:5][CH:6]=[C:7]([C:17]([C:29]4[N:33]([CH3:34])[CH:32]=[N:31][CH:30]=4)([C:19]4[CH:20]=[N:21][C:22]([C:25]([F:27])([F:28])[F:26])=[CH:23][CH:24]=4)[OH:18])[CH:8]=3)[N:3]=2)[CH2:45][CH2:44][CH2:43]1. (5) Given the reactants [CH3:1][O:2][C:3]1[CH:4]=[C:5]([C:11]2[C:19]3[C:18]([CH3:20])=[CH:17][C:16](=[O:21])[NH:15][C:14]=3[N:13]([CH3:22])[N:12]=2)[CH:6]=[C:7]([O:9][CH3:10])[CH:8]=1.CCN(C(C)C)C(C)C.Br[CH2:33][C:34]([O:36][CH2:37][CH3:38])=[O:35].O, predict the reaction product. The product is: [CH3:1][O:2][C:3]1[CH:4]=[C:5]([C:11]2[C:19]3[C:14](=[N:15][C:16]([O:21][CH2:33][C:34]([O:36][CH2:37][CH3:38])=[O:35])=[CH:17][C:18]=3[CH3:20])[N:13]([CH3:22])[N:12]=2)[CH:6]=[C:7]([O:9][CH3:10])[CH:8]=1. (6) Given the reactants [OH-].[Na+].[Br:3][C:4]1[C:8]([C:9](I)=[CH:10][C:11]([F:14])([F:13])[F:12])=[CH:7][S:6][CH:5]=1, predict the reaction product. The product is: [Br:3][C:4]1[C:8]([C:9]#[C:10][C:11]([F:13])([F:12])[F:14])=[CH:7][S:6][CH:5]=1. (7) Given the reactants [O:1]=[C:2]1[NH:6][CH2:5][CH2:4][N:3]1[C:7]1[CH:8]=[C:9]([CH2:13][C:14](OC)=[O:15])[CH:10]=[CH:11][CH:12]=1.[BH4-].[Li+].O, predict the reaction product. The product is: [OH:15][CH2:14][CH2:13][C:9]1[CH:8]=[C:7]([N:3]2[CH2:4][CH2:5][NH:6][C:2]2=[O:1])[CH:12]=[CH:11][CH:10]=1.